This data is from NCI-60 drug combinations with 297,098 pairs across 59 cell lines. The task is: Regression. Given two drug SMILES strings and cell line genomic features, predict the synergy score measuring deviation from expected non-interaction effect. (1) Drug 1: CS(=O)(=O)CCNCC1=CC=C(O1)C2=CC3=C(C=C2)N=CN=C3NC4=CC(=C(C=C4)OCC5=CC(=CC=C5)F)Cl. Drug 2: CNC(=O)C1=NC=CC(=C1)OC2=CC=C(C=C2)NC(=O)NC3=CC(=C(C=C3)Cl)C(F)(F)F. Cell line: BT-549. Synergy scores: CSS=-1.35, Synergy_ZIP=5.62, Synergy_Bliss=0.736, Synergy_Loewe=-2.98, Synergy_HSA=-2.87. (2) Drug 1: CC1=C2C(C(=O)C3(C(CC4C(C3C(C(C2(C)C)(CC1OC(=O)C(C(C5=CC=CC=C5)NC(=O)OC(C)(C)C)O)O)OC(=O)C6=CC=CC=C6)(CO4)OC(=O)C)OC)C)OC. Drug 2: C1CCC(C1)C(CC#N)N2C=C(C=N2)C3=C4C=CNC4=NC=N3. Cell line: OVCAR-8. Synergy scores: CSS=58.8, Synergy_ZIP=6.60, Synergy_Bliss=6.05, Synergy_Loewe=-22.0, Synergy_HSA=5.25. (3) Drug 1: C1C(C(OC1N2C=NC3=C(N=C(N=C32)Cl)N)CO)O. Drug 2: C1CN(CCN1C(=O)CCBr)C(=O)CCBr. Cell line: OVCAR-4. Synergy scores: CSS=5.81, Synergy_ZIP=0.435, Synergy_Bliss=1.89, Synergy_Loewe=-7.31, Synergy_HSA=-5.83. (4) Synergy scores: CSS=58.4, Synergy_ZIP=6.78, Synergy_Bliss=6.42, Synergy_Loewe=3.63, Synergy_HSA=6.85. Cell line: SNB-75. Drug 1: CCN(CC)CCNC(=O)C1=C(NC(=C1C)C=C2C3=C(C=CC(=C3)F)NC2=O)C. Drug 2: CCCCC(=O)OCC(=O)C1(CC(C2=C(C1)C(=C3C(=C2O)C(=O)C4=C(C3=O)C=CC=C4OC)O)OC5CC(C(C(O5)C)O)NC(=O)C(F)(F)F)O. (5) Drug 1: C1=C(C(=O)NC(=O)N1)F. Drug 2: CC12CCC3C(C1CCC2O)C(CC4=C3C=CC(=C4)O)CCCCCCCCCS(=O)CCCC(C(F)(F)F)(F)F. Cell line: U251. Synergy scores: CSS=32.1, Synergy_ZIP=-13.6, Synergy_Bliss=-14.8, Synergy_Loewe=-14.3, Synergy_HSA=-13.8. (6) Drug 2: COC1=CC(=CC(=C1O)OC)C2C3C(COC3=O)C(C4=CC5=C(C=C24)OCO5)OC6C(C(C7C(O6)COC(O7)C8=CC=CS8)O)O. Synergy scores: CSS=13.1, Synergy_ZIP=-4.67, Synergy_Bliss=-0.495, Synergy_Loewe=-20.6, Synergy_HSA=-2.10. Drug 1: CC1=C(C=C(C=C1)NC2=NC=CC(=N2)N(C)C3=CC4=NN(C(=C4C=C3)C)C)S(=O)(=O)N.Cl. Cell line: SK-OV-3.